Dataset: Catalyst prediction with 721,799 reactions and 888 catalyst types from USPTO. Task: Predict which catalyst facilitates the given reaction. (1) Reactant: [CH2:1]([NH:3][C@H:4]1[CH2:8][CH2:7][NH:6][CH2:5]1)[CH3:2].[Cl:9][C:10]1[N:19]=[C:18](Cl)[C:17]2[C:12](=[CH:13][C:14]([O:23][CH3:24])=[C:15]([O:21][CH3:22])[CH:16]=2)[N:11]=1. Product: [Cl:9][C:10]1[N:19]=[C:18]([N:6]2[CH2:7][CH2:8][C@H:4]([NH:3][CH2:1][CH3:2])[CH2:5]2)[C:17]2[C:12](=[CH:13][C:14]([O:23][CH3:24])=[C:15]([O:21][CH3:22])[CH:16]=2)[N:11]=1. The catalyst class is: 8. (2) Product: [CH3:21][C:12]1[CH:11]=[C:9]([NH:10][S:2]([CH3:1])(=[O:4])=[O:3])[CH:8]=[C:7]([CH3:6])[C:13]=1[S:14]([CH2:17][N+:18]([O-:20])=[O:19])(=[O:15])=[O:16]. Reactant: [CH3:1][S:2](Cl)(=[O:4])=[O:3].[CH3:6][C:7]1[CH:8]=[C:9]([CH:11]=[C:12]([CH3:21])[C:13]=1[S:14]([CH2:17][N+:18]([O-:20])=[O:19])(=[O:16])=[O:15])[NH2:10].N1C=CC=CC=1.C(OCC)(=O)C. The catalyst class is: 7. (3) Reactant: [F:1][C:2]1[CH:3]=[CH:4][C:5]([O:12][CH3:13])=[C:6]([NH:8][C:9]([NH2:11])=[S:10])[CH:7]=1.Br[CH2:15][C:16]([C:18]1[N:19]([CH3:25])[C:20]([CH3:24])=[N:21][C:22]=1[CH3:23])=O. Product: [F:1][C:2]1[CH:3]=[CH:4][C:5]([O:12][CH3:13])=[C:6]([NH:8][C:9]2[S:10][CH:15]=[C:16]([C:18]3[N:19]([CH3:25])[C:20]([CH3:24])=[N:21][C:22]=3[CH3:23])[N:11]=2)[CH:7]=1. The catalyst class is: 14. (4) The catalyst class is: 75. Product: [F:30][C:27]([F:28])([F:29])[C:25]1[N:24]=[C:23]([CH2:31][NH:32][C:33](=[O:39])[O:34][C:35]([CH3:37])([CH3:38])[CH3:36])[CH:22]=[C:21]([C:7]2[CH:12]=[N:11][C:10]([C:13]([F:14])([F:15])[F:16])=[N:9][CH:8]=2)[N:26]=1. Reactant: CC1(C)OB([C:7]2[CH:8]=[N:9][C:10]([C:13]([F:16])([F:15])[F:14])=[N:11][CH:12]=2)OC1(C)C.Cl[C:21]1[N:26]=[C:25]([C:27]([F:30])([F:29])[F:28])[N:24]=[C:23]([CH2:31][NH:32][C:33](=[O:39])[O:34][C:35]([CH3:38])([CH3:37])[CH3:36])[CH:22]=1.C(=O)([O-])[O-].[K+].[K+].